This data is from Peptide-MHC class I binding affinity with 185,985 pairs from IEDB/IMGT. The task is: Regression. Given a peptide amino acid sequence and an MHC pseudo amino acid sequence, predict their binding affinity value. This is MHC class I binding data. (1) The peptide sequence is ELAYYNSCML. The MHC is HLA-A02:02 with pseudo-sequence HLA-A02:02. The binding affinity (normalized) is 0.304. (2) The peptide sequence is NADTGHSIY. The MHC is HLA-A26:01 with pseudo-sequence HLA-A26:01. The binding affinity (normalized) is 0.0847. (3) The peptide sequence is VPFPVVNAM. The MHC is HLA-B54:01 with pseudo-sequence HLA-B54:01. The binding affinity (normalized) is 0.125. (4) The peptide sequence is CQFDHVNTLH. The MHC is HLA-A31:01 with pseudo-sequence HLA-A31:01. The binding affinity (normalized) is 0.301. (5) The peptide sequence is SGDLRQRLL. The MHC is Mamu-B08 with pseudo-sequence Mamu-B08. The binding affinity (normalized) is 0.0964. (6) The binding affinity (normalized) is 0. The MHC is HLA-A23:01 with pseudo-sequence HLA-A23:01. The peptide sequence is FLKENGGL. (7) The peptide sequence is VDILAGYGA. The MHC is H-2-Kk with pseudo-sequence H-2-Kk. The binding affinity (normalized) is 0.237. (8) The peptide sequence is QREPWDEWV. The MHC is HLA-B27:05 with pseudo-sequence HLA-B27:05. The binding affinity (normalized) is 0.249. (9) The peptide sequence is IMMNERDVSV. The MHC is HLA-A02:02 with pseudo-sequence HLA-A02:02. The binding affinity (normalized) is 0.892.